From a dataset of Full USPTO retrosynthesis dataset with 1.9M reactions from patents (1976-2016). Predict the reactants needed to synthesize the given product. Given the product [C:12]([C:14]1[CH:22]=[CH:21][C:17]([C:18]([N:1]2[C:7]3[CH:8]=[CH:9][CH:10]=[CH:11][C:6]=3[CH2:5][CH2:4][CH2:3][CH2:2]2)=[O:19])=[CH:16][C:15]=1[CH3:23])#[N:13], predict the reactants needed to synthesize it. The reactants are: [NH:1]1[C:7]2[CH:8]=[CH:9][CH:10]=[CH:11][C:6]=2[CH2:5][CH2:4][CH2:3][CH2:2]1.[C:12]([C:14]1[CH:22]=[CH:21][C:17]([C:18](O)=[O:19])=[CH:16][C:15]=1[CH3:23])#[N:13].C(N(CC)CC)C.